Dataset: Reaction yield outcomes from USPTO patents with 853,638 reactions. Task: Predict the reaction yield, written as a fraction of the theoretical maximum amount of product (1.0 means a 100% yield; for example, 0.34 means a 34% yield). (1) The yield is 0.750. The reactants are [C:1]12([C:11]3[CH:27]=[CH:26][C:14]([O:15][CH2:16][C:17]([N:19]4[CH2:24][CH2:23][N:22]([CH3:25])[CH2:21][CH2:20]4)=[O:18])=[CH:13][CH:12]=3)[CH2:10][CH:5]3[CH2:6][CH:7]([CH2:9][CH:3]([CH2:4]3)[CH2:2]1)[CH2:8]2.[P:28](=[O:32])([OH:31])([OH:30])[OH:29]. The product is [P:28]([O-:32])([OH:31])([OH:30])=[O:29].[C:1]12([C:11]3[CH:27]=[CH:26][C:14]([O:15][CH2:16][C:17]([N:19]4[CH2:24][CH2:23][NH+:22]([CH3:25])[CH2:21][CH2:20]4)=[O:18])=[CH:13][CH:12]=3)[CH2:10][CH:5]3[CH2:6][CH:7]([CH2:9][CH:3]([CH2:4]3)[CH2:2]1)[CH2:8]2. No catalyst specified. (2) The reactants are N[C:2]1[CH:10]=[CH:9][CH:8]=[C:7]2[C:3]=1[CH:4]=[N:5][NH:6]2.Cl.N([O-])=O.[Na+].[I-:16].[K+]. The catalyst is O.C(OCC)(=O)C. The product is [I:16][C:2]1[CH:10]=[CH:9][CH:8]=[C:7]2[C:3]=1[CH:4]=[N:5][NH:6]2. The yield is 0.250.